Dataset: Human liver microsome stability data. Task: Regression/Classification. Given a drug SMILES string, predict its absorption, distribution, metabolism, or excretion properties. Task type varies by dataset: regression for continuous measurements (e.g., permeability, clearance, half-life) or binary classification for categorical outcomes (e.g., BBB penetration, CYP inhibition). Dataset: hlm. (1) The result is 0 (unstable in human liver microsomes). The molecule is Cc1nc(C(=O)Nc2cccc(F)n2)c(C)n1-c1ccc(F)cc1. (2) The molecule is C/C=C/c1ccccc1C(CCCC)C(=O)c1ccc(OCCN(C)C)cc1. The result is 1 (stable in human liver microsomes). (3) The drug is CC(C)OC(=O)C1=CN(C(=O)c2ccc(CN3CCOCC3)cc2)CC(C)(C)c2c1[nH]c1cc(F)ccc21. The result is 0 (unstable in human liver microsomes). (4) The drug is Nc1ncnc2c1c(Oc1cc(C(F)(F)F)ccn1)nn2CC1CC1. The result is 0 (unstable in human liver microsomes). (5) The compound is Nc1ncnc2c1c(Oc1cccc(C(F)(F)F)c1)nn2[C@H]1C[C@H](O)C1. The result is 0 (unstable in human liver microsomes).